This data is from NCI-60 drug combinations with 297,098 pairs across 59 cell lines. The task is: Regression. Given two drug SMILES strings and cell line genomic features, predict the synergy score measuring deviation from expected non-interaction effect. (1) Drug 1: C1=CC(=CC=C1CCC2=CNC3=C2C(=O)NC(=N3)N)C(=O)NC(CCC(=O)O)C(=O)O. Drug 2: CCCS(=O)(=O)NC1=C(C(=C(C=C1)F)C(=O)C2=CNC3=C2C=C(C=N3)C4=CC=C(C=C4)Cl)F. Cell line: DU-145. Synergy scores: CSS=16.2, Synergy_ZIP=-5.62, Synergy_Bliss=3.49, Synergy_Loewe=-8.27, Synergy_HSA=0.755. (2) Cell line: A549. Drug 2: CS(=O)(=O)C1=CC(=C(C=C1)C(=O)NC2=CC(=C(C=C2)Cl)C3=CC=CC=N3)Cl. Synergy scores: CSS=-2.41, Synergy_ZIP=-1.72, Synergy_Bliss=-1.74, Synergy_Loewe=-4.29, Synergy_HSA=-4.23. Drug 1: C1CCN(CC1)CCOC2=CC=C(C=C2)C(=O)C3=C(SC4=C3C=CC(=C4)O)C5=CC=C(C=C5)O.